This data is from Full USPTO retrosynthesis dataset with 1.9M reactions from patents (1976-2016). The task is: Predict the reactants needed to synthesize the given product. (1) Given the product [CH3:9][N:12]([CH3:11])[C:2]1[CH:7]=[CH:6][CH:5]=[CH:4][N:3]=1, predict the reactants needed to synthesize it. The reactants are: N[C:2]1[CH:7]=[CH:6][CH:5]=[CH:4][N:3]=1.O.[CH2:9]=O.[C:11]([BH3-])#[N:12].[Na+]. (2) The reactants are: C([O:3][C:4]([CH:6]1[CH2:11][CH2:10][C:9]([F:13])([F:12])[CH2:8][CH2:7]1)=[O:5])C.[OH-].[Na+].Cl. Given the product [F:12][C:9]1([F:13])[CH2:8][CH2:7][CH:6]([C:4]([OH:5])=[O:3])[CH2:11][CH2:10]1, predict the reactants needed to synthesize it. (3) Given the product [Br:1][C:2]1[CH:3]=[C:4]([N:9]2[C:13](=[O:14])[O:12][N:11]=[C:10]2[C:15]2[C:19]([NH:20][CH2:21][CH2:22][CH2:23][OH:24])=[N:18][O:17][N:16]=2)[CH:5]=[CH:6][C:7]=1[F:8], predict the reactants needed to synthesize it. The reactants are: [Br:1][C:2]1[CH:3]=[C:4]([N:9]2[C:13](=[O:14])[O:12][N:11]=[C:10]2[C:15]2[C:19]([NH:20][CH2:21][CH2:22][CH2:23][O:24]C)=[N:18][O:17][N:16]=2)[CH:5]=[CH:6][C:7]=1[F:8].B(Br)(Br)Br. (4) Given the product [OH:2][CH2:3][P:4]([CH2:7][OH:8])[CH2:5][OH:6].[CH2:11]=[O:14].[Cl-:1].[K+:16], predict the reactants needed to synthesize it. The reactants are: [Cl-:1].[OH:2][CH2:3][P+:4](CO)([CH2:7][OH:8])[CH2:5][OH:6].[CH:11]([OH:14])(C)C.[OH-].[K+:16]. (5) Given the product [Cl:1][C:2]1[N:7]=[CH:6][C:5]([S:8][C:9]2[N:13]([C:14]3[CH:19]=[C:18]([F:20])[CH:17]=[CH:16][C:15]=3[F:21])[N:12]=[C:11]([C:22]([NH:28][CH3:27])=[O:23])[CH:10]=2)=[CH:4][CH:3]=1, predict the reactants needed to synthesize it. The reactants are: [Cl:1][C:2]1[N:7]=[CH:6][C:5]([S:8][C:9]2[N:13]([C:14]3[CH:19]=[C:18]([F:20])[CH:17]=[CH:16][C:15]=3[F:21])[N:12]=[C:11]([C:22](OCC)=[O:23])[CH:10]=2)=[CH:4][CH:3]=1.[CH3:27][NH2:28].CO. (6) Given the product [CH2:1]([O:3][C:4](=[O:28])[CH2:5][C:6]1[CH:11]=[CH:10][C:9]([C:12]#[C:13][C:14]2[CH:23]=[CH:22][C:21]3[CH:20]([NH:35][CH:32]4[CH2:34][CH2:33]4)[CH2:19][CH2:18][C:17]([CH3:26])([CH3:25])[C:16]=3[CH:15]=2)=[CH:8][C:7]=1[F:27])[CH3:2], predict the reactants needed to synthesize it. The reactants are: [CH2:1]([O:3][C:4](=[O:28])[CH2:5][C:6]1[CH:11]=[CH:10][C:9]([C:12]#[C:13][C:14]2[CH:23]=[CH:22][C:21]3[C:20](=O)[CH2:19][CH2:18][C:17]([CH3:26])([CH3:25])[C:16]=3[CH:15]=2)=[CH:8][C:7]=1[F:27])[CH3:2].ClCCl.[CH:32]1([NH2:35])[CH2:34][CH2:33]1.C([BH3-])#N.[Na+]. (7) The reactants are: C([O:8][C:9]1[C:18]2[C:13](=[CH:14][CH:15]=[CH:16][CH:17]=2)[N:12]=[C:11](/[CH:19]=[CH:20]/[CH:21]2[CH2:26][CH2:25][N:24](C(OCC3C=CC=CC=3)=O)[CH2:23][CH2:22]2)[C:10]=1[CH3:37])C1C=CC=CC=1.C1COCC1. Given the product [CH3:37][C:10]1[C:9](=[O:8])[C:18]2[C:13](=[CH:14][CH:15]=[CH:16][CH:17]=2)[NH:12][C:11]=1[CH2:19][CH2:20][CH:21]1[CH2:26][CH2:25][NH:24][CH2:23][CH2:22]1, predict the reactants needed to synthesize it. (8) Given the product [CH3:15][N:14]([CH3:16])[CH2:13][CH2:12][N:10]1[C:11]2[C:6](=[CH:5][C:4]([NH2:17])=[CH:3][C:2]=2[F:1])[CH2:7][CH2:8][CH2:9]1, predict the reactants needed to synthesize it. The reactants are: [F:1][C:2]1[CH:3]=[C:4]([N+:17]([O-])=O)[CH:5]=[C:6]2[C:11]=1[N:10]([CH2:12][CH2:13][N:14]([CH3:16])[CH3:15])[CH2:9][CH2:8][CH2:7]2.[H][H]. (9) Given the product [Br:13][CH2:2][CH2:1][S:4][C:5]1[N:6]=[CH:7][N:8]2[CH:12]=[CH:11][S:10][C:9]=12, predict the reactants needed to synthesize it. The reactants are: [C:1]([S:4][C:5]1[N:6]=[CH:7][N:8]2[CH:12]=[CH:11][S:10][C:9]=12)(=O)[CH3:2].[Br:13]CCO. (10) The reactants are: [C:1](Cl)(=[O:6])[C:2]([CH3:5])([CH3:4])[CH3:3].[Br:8][C:9]([F:13])([F:12])[CH2:10][OH:11].C(OC(C)C)(C)C.C(N(CC)CC)C.Cl. Given the product [C:1]([O:11][CH2:10][C:9]([Br:8])([F:13])[F:12])(=[O:6])[C:2]([CH3:5])([CH3:4])[CH3:3], predict the reactants needed to synthesize it.